From a dataset of Reaction yield outcomes from USPTO patents with 853,638 reactions. Predict the reaction yield, written as a fraction of the theoretical maximum amount of product (1.0 means a 100% yield; for example, 0.34 means a 34% yield). (1) The reactants are [N:1]1[C:10]2[C:5](=[CH:6][CH:7]=[CH:8][CH:9]=2)[CH:4]=[CH:3][C:2]=1[NH:11][CH2:12][CH2:13][CH2:14][NH2:15].[Cl:16][C:17]1[S:18][C:19]([Cl:25])=[CH:20][C:21]=1[C:22](=O)[CH3:23]. No catalyst specified. The product is [Cl:16][C:17]1[S:18][C:19]([Cl:25])=[CH:20][C:21]=1[CH:22]([NH:15][CH2:14][CH2:13][CH2:12][NH:11][C:2]1[CH:3]=[CH:4][C:5]2[C:10](=[CH:9][CH:8]=[CH:7][CH:6]=2)[N:1]=1)[CH3:23]. The yield is 0.110. (2) The reactants are [Cl:1][C:2]1[CH:7]=[CH:6][CH:5]=[CH:4][C:3]=1[C:8]1[CH:9]=[C:10]([C:13]([NH:15][NH2:16])=[O:14])[NH:11][N:12]=1.[OH:17][C:18]1[CH:19]=[C:20]([CH:23]=[CH:24][C:25]=1[O:26][CH3:27])[CH:21]=O. The catalyst is C(O)C. The product is [OH:17][C:18]1[CH:19]=[C:20]([CH:21]=[N:16][NH:15][C:13]([C:10]2[NH:11][N:12]=[C:8]([C:3]3[CH:4]=[CH:5][CH:6]=[CH:7][C:2]=3[Cl:1])[CH:9]=2)=[O:14])[CH:23]=[CH:24][C:25]=1[O:26][CH3:27]. The yield is 0.680. (3) The reactants are [Cl:1][CH2:2][C:3]([OH:5])=O.C[N:7]1CCOCC1.C(OC(Cl)=O)C(C)C.[CH3:21][O:22][C:23](=[O:29])[C@@H:24]1[CH2:28][CH2:27][CH2:26][NH:25]1. The catalyst is C1COCC1. The product is [CH3:21][O:22][C:23](=[O:29])[C@@H:24]1[CH2:28][CH2:27][CH2:26][N:25]1[NH:7][C:3](=[O:5])[CH2:2][Cl:1]. The yield is 0.440.